Dataset: NCI-60 drug combinations with 297,098 pairs across 59 cell lines. Task: Regression. Given two drug SMILES strings and cell line genomic features, predict the synergy score measuring deviation from expected non-interaction effect. (1) Drug 1: CN(CC1=CN=C2C(=N1)C(=NC(=N2)N)N)C3=CC=C(C=C3)C(=O)NC(CCC(=O)O)C(=O)O. Drug 2: CC(C)CN1C=NC2=C1C3=CC=CC=C3N=C2N. Cell line: A549. Synergy scores: CSS=60.1, Synergy_ZIP=9.63, Synergy_Bliss=9.78, Synergy_Loewe=-6.49, Synergy_HSA=9.14. (2) Drug 1: C1=CC=C(C=C1)NC(=O)CCCCCCC(=O)NO. Drug 2: C(CN)CNCCSP(=O)(O)O. Cell line: SR. Synergy scores: CSS=57.0, Synergy_ZIP=2.55, Synergy_Bliss=0.854, Synergy_Loewe=-46.4, Synergy_HSA=-6.19. (3) Cell line: A498. Synergy scores: CSS=2.06, Synergy_ZIP=-0.884, Synergy_Bliss=-1.40, Synergy_Loewe=-2.68, Synergy_HSA=-2.06. Drug 2: CC1=CC=C(C=C1)C2=CC(=NN2C3=CC=C(C=C3)S(=O)(=O)N)C(F)(F)F. Drug 1: CN(C)N=NC1=C(NC=N1)C(=O)N. (4) Drug 1: CCCS(=O)(=O)NC1=C(C(=C(C=C1)F)C(=O)C2=CNC3=C2C=C(C=N3)C4=CC=C(C=C4)Cl)F. Drug 2: B(C(CC(C)C)NC(=O)C(CC1=CC=CC=C1)NC(=O)C2=NC=CN=C2)(O)O. Cell line: NCI-H226. Synergy scores: CSS=7.59, Synergy_ZIP=1.88, Synergy_Bliss=3.32, Synergy_Loewe=1.76, Synergy_HSA=1.11.